This data is from Forward reaction prediction with 1.9M reactions from USPTO patents (1976-2016). The task is: Predict the product of the given reaction. Given the reactants [F:1][C:2]1[CH:7]=[CH:6][C:5]([N+:8]([O-])=O)=[CH:4][C:3]=1[C@:11]1([CH3:24])[C@@H:20]2[C@H:16]([CH2:17][O:18][CH2:19]2)[S:15](=[O:22])(=[O:21])[CH2:14][C:13]([NH2:23])=[N:12]1, predict the reaction product. The product is: [NH2:8][C:5]1[CH:6]=[CH:7][C:2]([F:1])=[C:3]([C@:11]2([CH3:24])[C@@H:20]3[C@H:16]([CH2:17][O:18][CH2:19]3)[S:15](=[O:21])(=[O:22])[CH2:14][C:13]([NH2:23])=[N:12]2)[CH:4]=1.